Dataset: Forward reaction prediction with 1.9M reactions from USPTO patents (1976-2016). Task: Predict the product of the given reaction. (1) Given the reactants C(N(CC)CC)C.[Cl:8]CCl.[S:11]1[CH:15]=[CH:14][C:13]2[C:16]([N:20]3[CH2:25][CH2:24][N:23]([CH2:26][CH2:27][CH2:28][O:29][CH:30]4[CH2:35][CH2:34][NH:33][CH2:32][CH2:31]4)[CH2:22][CH2:21]3)=[CH:17][CH:18]=[CH:19][C:12]1=2.[C:36](Cl)(=[O:38])[CH3:37], predict the reaction product. The product is: [ClH:8].[S:11]1[CH:15]=[CH:14][C:13]2[C:16]([N:20]3[CH2:25][CH2:24][N:23]([CH2:26][CH2:27][CH2:28][O:29][CH:30]4[CH2:35][CH2:34][N:33]([C:36](=[O:38])[CH3:37])[CH2:32][CH2:31]4)[CH2:22][CH2:21]3)=[CH:17][CH:18]=[CH:19][C:12]1=2. (2) Given the reactants [N:1]1[CH:6]=[CH:5][CH:4]=[C:3]([NH:7][C:8](=[O:26])[C:9]2[CH:14]=[CH:13][C:12]([C:15]3[CH:25]=[CH:24][C:18]4[CH2:19][CH2:20][NH:21][CH2:22][CH2:23][C:17]=4[CH:16]=3)=[CH:11][CH:10]=2)[CH:2]=1.[C:27]1(=O)[CH2:30][CH2:29][CH2:28]1.C(O[BH-](OC(=O)C)OC(=O)C)(=O)C.[Na+], predict the reaction product. The product is: [CH:27]1([N:21]2[CH2:20][CH2:19][C:18]3[CH:24]=[CH:25][C:15]([C:12]4[CH:13]=[CH:14][C:9]([C:8]([NH:7][C:3]5[CH:2]=[N:1][CH:6]=[CH:5][CH:4]=5)=[O:26])=[CH:10][CH:11]=4)=[CH:16][C:17]=3[CH2:23][CH2:22]2)[CH2:30][CH2:29][CH2:28]1. (3) Given the reactants [ClH:1].[CH2:2]([O:9][C:10](=[O:29])[C@H:11]([CH3:28])[CH2:12][C@H:13]([NH2:27])[CH2:14][C:15]1[CH:20]=[CH:19][C:18]([C:21]2[CH:26]=[CH:25][CH:24]=[CH:23][CH:22]=2)=[CH:17][CH:16]=1)[C:3]1C=CC=CC=1.ClC1C=C(B(O)O)[CH:34]=[CH:35][CH:36]=1.[CH2:40](Cl)Cl.[C:43]([O-:46])([O-:45])=O.[Na+].[Na+], predict the reaction product. The product is: [CH2:2]([O:9][C:10](=[O:29])/[C:11](/[CH3:28])=[CH:12]/[C@H:13]([NH:27][C:43]([O:46][C:35]([CH3:34])([CH3:36])[CH3:40])=[O:45])[CH2:14][C:15]1[CH:20]=[CH:19][C:18]([C:21]2[CH:22]=[CH:23][CH:24]=[C:25]([Cl:1])[CH:26]=2)=[CH:17][CH:16]=1)[CH3:3]. (4) Given the reactants Cl.[C:2]([C:5]1[CH:6]=[C:7]2[C:17](=[CH:18][CH:19]=1)[O:16][C:10]1([CH2:15][CH2:14][NH:13][CH2:12][CH2:11]1)[CH2:9][C:8]2=[O:20])([OH:4])=[O:3].[C:21]([O-:24])(O)=[O:22].[Na+], predict the reaction product. The product is: [C:2]([C:5]1[CH:6]=[C:7]2[C:17](=[CH:18][CH:19]=1)[O:16][C:10]1([CH2:11][CH2:12][N:13]([C:21]([O:24][C:5]([CH3:6])([CH3:19])[CH3:2])=[O:22])[CH2:14][CH2:15]1)[CH2:9][C:8]2=[O:20])([OH:4])=[O:3]. (5) The product is: [N:11]1([CH2:10][C:9]([OH:20])=[O:8])[C:15]2=[CH:16][N:17]=[CH:18][CH:19]=[C:14]2[CH:13]=[CH:12]1. Given the reactants C([O:8][C:9](=[O:20])[CH2:10][N:11]1[C:15]2=[CH:16][N:17]=[CH:18][CH:19]=[C:14]2[CH:13]=[CH:12]1)C1C=CC=CC=1.[H][H], predict the reaction product. (6) Given the reactants [C:1]1([CH:7]2[CH2:12][CH2:11][C:10](=O)[CH2:9][CH2:8]2)[CH:6]=[CH:5][CH:4]=[CH:3][CH:2]=1.[Cl-].[CH3:15][NH3+:16].[C-:17]#[N:18].[K+], predict the reaction product. The product is: [CH3:15][NH:16][C:10]1([C:17]#[N:18])[CH2:11][CH2:12][CH:7]([C:1]2[CH:6]=[CH:5][CH:4]=[CH:3][CH:2]=2)[CH2:8][CH2:9]1. (7) Given the reactants [F:1][C:2]1[CH:7]=[C:6]([F:8])[CH:5]=[CH:4][C:3]=1[C:9](=O)[C:10]([C:12]1[CH:13]=[CH:14][C:15]2[N:16]([C:18]([CH:21]([CH3:23])[CH3:22])=[N:19][N:20]=2)[N:17]=1)=O.Cl.[NH2:26][OH:27].[N:28]1C=CC=CC=1.C1(P(C2C=CC=CC=2)C2C=CC=CC=2)C=CC=CC=1.CC(OC(/N=N/C(OC(C)C)=O)=O)C, predict the reaction product. The product is: [F:1][C:2]1[CH:7]=[C:6]([F:8])[CH:5]=[CH:4][C:3]=1[C:9]1[C:10]([C:12]2[CH:13]=[CH:14][C:15]3[N:16]([C:18]([CH:21]([CH3:23])[CH3:22])=[N:19][N:20]=3)[N:17]=2)=[N:28][O:27][N:26]=1.